From a dataset of NCI-60 drug combinations with 297,098 pairs across 59 cell lines. Regression. Given two drug SMILES strings and cell line genomic features, predict the synergy score measuring deviation from expected non-interaction effect. (1) Drug 2: C(CC(=O)O)C(=O)CN.Cl. Cell line: NCI/ADR-RES. Drug 1: CC12CCC3C(C1CCC2O)C(CC4=C3C=CC(=C4)O)CCCCCCCCCS(=O)CCCC(C(F)(F)F)(F)F. Synergy scores: CSS=0.757, Synergy_ZIP=2.29, Synergy_Bliss=3.58, Synergy_Loewe=-2.56, Synergy_HSA=-2.18. (2) Drug 1: CN1C2=C(C=C(C=C2)N(CCCl)CCCl)N=C1CCCC(=O)O.Cl. Drug 2: C1CC(=O)NC(=O)C1N2C(=O)C3=CC=CC=C3C2=O. Cell line: U251. Synergy scores: CSS=2.00, Synergy_ZIP=6.77, Synergy_Bliss=14.2, Synergy_Loewe=10.8, Synergy_HSA=7.39. (3) Drug 1: CNC(=O)C1=NC=CC(=C1)OC2=CC=C(C=C2)NC(=O)NC3=CC(=C(C=C3)Cl)C(F)(F)F. Drug 2: C1C(C(OC1N2C=NC(=NC2=O)N)CO)O. Cell line: HCT-15. Synergy scores: CSS=8.78, Synergy_ZIP=-1.19, Synergy_Bliss=2.42, Synergy_Loewe=-8.75, Synergy_HSA=-1.68. (4) Drug 1: C1=CC(=C2C(=C1NCCNCCO)C(=O)C3=C(C=CC(=C3C2=O)O)O)NCCNCCO. Drug 2: CN(C(=O)NC(C=O)C(C(C(CO)O)O)O)N=O. Cell line: 786-0. Synergy scores: CSS=49.9, Synergy_ZIP=0.0962, Synergy_Bliss=-0.0427, Synergy_Loewe=-59.7, Synergy_HSA=0.364. (5) Drug 1: CC(C1=C(C=CC(=C1Cl)F)Cl)OC2=C(N=CC(=C2)C3=CN(N=C3)C4CCNCC4)N. Drug 2: CC1=CC=C(C=C1)C2=CC(=NN2C3=CC=C(C=C3)S(=O)(=O)N)C(F)(F)F. Cell line: A549. Synergy scores: CSS=24.7, Synergy_ZIP=0.959, Synergy_Bliss=6.98, Synergy_Loewe=-1.01, Synergy_HSA=6.16. (6) Drug 1: CS(=O)(=O)OCCCCOS(=O)(=O)C. Drug 2: CCN(CC)CCCC(C)NC1=C2C=C(C=CC2=NC3=C1C=CC(=C3)Cl)OC. Cell line: OVCAR3. Synergy scores: CSS=4.52, Synergy_ZIP=-1.72, Synergy_Bliss=4.73, Synergy_Loewe=-16.8, Synergy_HSA=-0.0300.